Regression. Given two drug SMILES strings and cell line genomic features, predict the synergy score measuring deviation from expected non-interaction effect. From a dataset of NCI-60 drug combinations with 297,098 pairs across 59 cell lines. (1) Drug 1: CC1=CC=C(C=C1)C2=CC(=NN2C3=CC=C(C=C3)S(=O)(=O)N)C(F)(F)F. Drug 2: CC1CCCC2(C(O2)CC(NC(=O)CC(C(C(=O)C(C1O)C)(C)C)O)C(=CC3=CSC(=N3)C)C)C. Cell line: SK-OV-3. Synergy scores: CSS=47.1, Synergy_ZIP=5.86, Synergy_Bliss=4.85, Synergy_Loewe=-3.78, Synergy_HSA=7.23. (2) Drug 1: CC1=C2C(C(=O)C3(C(CC4C(C3C(C(C2(C)C)(CC1OC(=O)C(C(C5=CC=CC=C5)NC(=O)C6=CC=CC=C6)O)O)OC(=O)C7=CC=CC=C7)(CO4)OC(=O)C)O)C)OC(=O)C. Drug 2: CNC(=O)C1=NC=CC(=C1)OC2=CC=C(C=C2)NC(=O)NC3=CC(=C(C=C3)Cl)C(F)(F)F. Cell line: LOX IMVI. Synergy scores: CSS=45.2, Synergy_ZIP=18.4, Synergy_Bliss=15.8, Synergy_Loewe=21.0, Synergy_HSA=17.7. (3) Cell line: SW-620. Drug 1: C1CCN(CC1)CCOC2=CC=C(C=C2)C(=O)C3=C(SC4=C3C=CC(=C4)O)C5=CC=C(C=C5)O. Drug 2: B(C(CC(C)C)NC(=O)C(CC1=CC=CC=C1)NC(=O)C2=NC=CN=C2)(O)O. Synergy scores: CSS=12.2, Synergy_ZIP=-1.65, Synergy_Bliss=2.07, Synergy_Loewe=-16.7, Synergy_HSA=-3.62. (4) Synergy scores: CSS=16.7, Synergy_ZIP=-1.59, Synergy_Bliss=7.52, Synergy_Loewe=1.45, Synergy_HSA=3.13. Drug 2: C1=NC2=C(N=C(N=C2N1C3C(C(C(O3)CO)O)F)Cl)N. Cell line: BT-549. Drug 1: C1=CN(C(=O)N=C1N)C2C(C(C(O2)CO)O)O.Cl.